Dataset: Full USPTO retrosynthesis dataset with 1.9M reactions from patents (1976-2016). Task: Predict the reactants needed to synthesize the given product. (1) Given the product [Cl:1][C:2]1[CH:7]=[C:6]2[NH:8][C:9](=[O:31])[C:10]3([CH:15]([C:16]4[CH:21]=[CH:20][CH:19]=[C:18]([Cl:22])[CH:17]=4)[CH2:14][C:13](=[O:23])[N:12]([CH2:24][C:25]([NH:39][CH:36]4[CH2:37][CH2:38][N:33]([CH3:32])[CH2:34][CH2:35]4)=[O:26])[CH:11]3[C:28]([CH3:30])=[CH2:29])[C:5]2=[CH:4][CH:3]=1, predict the reactants needed to synthesize it. The reactants are: [Cl:1][C:2]1[CH:7]=[C:6]2[NH:8][C:9](=[O:31])[C:10]3([CH:15]([C:16]4[CH:21]=[CH:20][CH:19]=[C:18]([Cl:22])[CH:17]=4)[CH2:14][C:13](=[O:23])[N:12]([CH2:24][C:25](F)=[O:26])[CH:11]3[C:28]([CH3:30])=[CH2:29])[C:5]2=[CH:4][CH:3]=1.[CH3:32][N:33]1[CH2:38][CH2:37][CH:36]([NH2:39])[CH2:35][CH2:34]1.CN1CCOCC1. (2) Given the product [CH2:26]([C:16]1[C:15]([CH2:14][C:13]2[CH:28]=[CH:29][C:10]([N:8]3[CH:9]=[C:5]([CH:4]=[O:3])[N:6]=[N:7]3)=[CH:11][CH:12]=2)=[C:19]2[N:20]=[C:21]([CH3:25])[CH:22]=[C:23]([CH3:24])[N:18]2[N:17]=1)[CH3:27], predict the reactants needed to synthesize it. The reactants are: C([O:3][CH:4](OCC)[C:5]1[N:6]=[N:7][N:8]([C:10]2[CH:29]=[CH:28][C:13]([CH2:14][C:15]3[C:16]([CH2:26][CH3:27])=[N:17][N:18]4[C:23]([CH3:24])=[CH:22][C:21]([CH3:25])=[N:20][C:19]=34)=[CH:12][CH:11]=2)[CH:9]=1)C.Cl. (3) Given the product [Br:1][C:2]1[CH:11]=[C:10]2[C:5]([CH2:6][CH2:7][CH2:8][C:9]2([C:18]2[CH:19]=[CH:20][C:15]([O:14][CH3:13])=[CH:16][CH:17]=2)[OH:12])=[CH:4][CH:3]=1, predict the reactants needed to synthesize it. The reactants are: [Br:1][C:2]1[CH:11]=[C:10]2[C:5]([CH2:6][CH2:7][CH2:8][C:9]2=[O:12])=[CH:4][CH:3]=1.[CH3:13][O:14][C:15]1[CH:20]=[CH:19][C:18]([Mg]Br)=[CH:17][CH:16]=1.FC(F)(F)C(O)=O.